Dataset: Full USPTO retrosynthesis dataset with 1.9M reactions from patents (1976-2016). Task: Predict the reactants needed to synthesize the given product. (1) Given the product [ClH:14].[N:11]1[CH:12]=[CH:13][C:8]([CH:6]2[NH:7][C:2]([NH2:1])=[N:3][CH2:4][CH2:5]2)=[CH:16][CH:10]=1, predict the reactants needed to synthesize it. The reactants are: [NH2:1][C:2]1[N:7]=[C:6]([C:8]2[CH:13]=[CH:12][N:11]=[CH:10]N=2)[CH:5]=[CH:4][N:3]=1.[ClH:14].O.[CH:16](O)(C)C. (2) The reactants are: [CH3:1][C:2]1[N:3]([CH2:29][C:30]([O:32][CH3:33])=[O:31])[C:4]2[CH2:5][C:6]([CH3:28])([CH3:27])[CH2:7][C:8](=[O:26])[C:9]=2[C:10]=1[CH2:11][C:12]1[CH:17]=[CH:16][CH:15]=[CH:14][C:13]=1[S:18]([N:21]1[CH2:25][CH2:24][CH2:23][CH2:22]1)(=[O:20])=[O:19].[Li+].C[Si]([N-][Si](C)(C)C)(C)C.[F:44]N(S(C1C=CC=CC=1)(=O)=O)S(C1C=CC=CC=1)(=O)=O. Given the product [F:44][CH:29]([N:3]1[C:4]2[CH2:5][C:6]([CH3:28])([CH3:27])[CH2:7][C:8](=[O:26])[C:9]=2[C:10]([CH2:11][C:12]2[CH:17]=[CH:16][CH:15]=[CH:14][C:13]=2[S:18]([N:21]2[CH2:25][CH2:24][CH2:23][CH2:22]2)(=[O:20])=[O:19])=[C:2]1[CH3:1])[C:30]([O:32][CH3:33])=[O:31], predict the reactants needed to synthesize it. (3) Given the product [C:20]([O:23][C:24]([N:2]1[C@H:3]([C:11]([OH:13])=[O:12])[CH2:4][C:5]2[C:10](=[CH:9][CH:8]=[CH:7][CH:6]=2)[CH2:1]1)=[O:25])([CH3:22])([CH3:21])[CH3:19], predict the reactants needed to synthesize it. The reactants are: [CH2:1]1[C:10]2[C:5](=[CH:6][CH:7]=[CH:8][CH:9]=2)[CH2:4][C@@H:3]([C:11]([OH:13])=[O:12])[NH:2]1.C(=O)([O-])O.[Na+].[CH3:19][C:20]([O:23][C:24](O[C:24]([O:23][C:20]([CH3:22])([CH3:21])[CH3:19])=[O:25])=[O:25])([CH3:22])[CH3:21]. (4) Given the product [CH:53]([NH:52][C:21](=[O:22])[CH2:20][O:19][C:18]1[CH:24]=[CH:25][C:15]([NH:14][C:12]([NH:11][C:5]2[CH:6]=[CH:7][C:8]([O:9][CH3:10])=[C:3]([O:2][CH3:1])[CH:4]=2)=[O:13])=[CH:16][C:17]=1[C:26](=[O:29])[CH2:27][CH3:28])([C:60]1[CH:61]=[CH:62][CH:63]=[CH:64][CH:65]=1)[C:54]1[CH:59]=[CH:58][CH:57]=[CH:56][CH:55]=1, predict the reactants needed to synthesize it. The reactants are: [CH3:1][O:2][C:3]1[CH:4]=[C:5]([NH:11][C:12]([NH:14][C:15]2[CH:25]=[CH:24][C:18]([O:19][CH2:20][C:21](O)=[O:22])=[C:17]([C:26](=[O:29])[CH2:27][CH3:28])[CH:16]=2)=[O:13])[CH:6]=[CH:7][C:8]=1[O:9][CH3:10].ON1C2C=CC=CC=2N=N1.Cl.C(N=C=NCCCN(C)C)C.[NH2:52][CH:53]([C:60]1[CH:65]=[CH:64][CH:63]=[CH:62][CH:61]=1)[C:54]1[CH:59]=[CH:58][CH:57]=[CH:56][CH:55]=1.